Dataset: Full USPTO retrosynthesis dataset with 1.9M reactions from patents (1976-2016). Task: Predict the reactants needed to synthesize the given product. (1) Given the product [C:1]([CH:5]1[CH2:6][CH2:7][CH:8]([CH2:11][C:12]2[CH:13]=[C:14]3[C:19](=[CH:20][CH:21]=2)[CH:18]=[C:17]([CH2:22][N:23]2[CH2:28][CH2:27][CH:26]([C:29]([OH:31])=[O:30])[CH2:25][CH2:24]2)[CH:16]=[CH:15]3)[CH2:9][CH2:10]1)([CH3:4])([CH3:2])[CH3:3], predict the reactants needed to synthesize it. The reactants are: [C:1]([CH:5]1[CH2:10][CH2:9][CH:8]([CH2:11][C:12]2[CH:13]=[C:14]3[C:19](=[CH:20][CH:21]=2)[CH:18]=[C:17]([CH2:22][N:23]2[CH2:28][CH2:27][CH:26]([C:29]([O:31]CC)=[O:30])[CH2:25][CH2:24]2)[CH:16]=[CH:15]3)[CH2:7][CH2:6]1)([CH3:4])([CH3:3])[CH3:2].[OH-].[Na+].O.Cl. (2) Given the product [N:8]1[C:9]2[C:14](=[CH:13][CH:12]=[CH:11][CH:10]=2)[C:5]([C:3]2[N:16]=[C:15]([SH:18])[S:17][CH:2]=2)=[CH:6][CH:7]=1, predict the reactants needed to synthesize it. The reactants are: Br[CH2:2][C:3]([C:5]1[C:14]2[C:9](=[CH:10][CH:11]=[CH:12][CH:13]=2)[N:8]=[CH:7][CH:6]=1)=O.[C:15](=[S:18])([S-:17])[NH2:16].[NH4+]. (3) Given the product [F:28][C:29]1[CH:35]=[CH:34][CH:33]=[C:32]([F:36])[C:30]=1[NH:31][S:15]([NH:13][C:11]1[CH:12]=[C:3]([O:2][CH3:1])[CH:4]=[C:5]2[C:10]=1[N:9]=[CH:8][CH:7]=[CH:6]2)(=[O:18])=[O:16], predict the reactants needed to synthesize it. The reactants are: [CH3:1][O:2][C:3]1[CH:4]=[C:5]2[C:10](=[C:11]([NH2:13])[CH:12]=1)[N:9]=[CH:8][CH:7]=[CH:6]2.Cl[S:15]([OH:18])(=O)=[O:16].CCN(C(C)C)C(C)C.[F:28][C:29]1[CH:35]=[CH:34][CH:33]=[C:32]([F:36])[C:30]=1[NH2:31]. (4) Given the product [NH2:44][C:41]1[N:42]=[CH:43][C:38]([C:2]2[N:3]=[C:4]([N:24]3[CH2:29][CH2:28][O:27][CH2:26][CH2:25]3)[C:5]3[S:10][C:9]([CH2:11][N:12]4[CH2:17][CH2:16][N:15]([CH2:18][C:19]([N:21]([CH3:23])[CH3:22])=[O:20])[CH2:14][CH2:13]4)=[CH:8][C:6]=3[N:7]=2)=[CH:39][N:40]=1, predict the reactants needed to synthesize it. The reactants are: Cl[C:2]1[N:3]=[C:4]([N:24]2[CH2:29][CH2:28][O:27][CH2:26][CH2:25]2)[C:5]2[S:10][C:9]([CH2:11][N:12]3[CH2:17][CH2:16][N:15]([CH2:18][C:19]([N:21]([CH3:23])[CH3:22])=[O:20])[CH2:14][CH2:13]3)=[CH:8][C:6]=2[N:7]=1.CC1(C)C(C)(C)OB([C:38]2[CH:39]=[N:40][C:41]([NH2:44])=[N:42][CH:43]=2)O1. (5) Given the product [CH2:16]([N:23]1[CH2:24][CH2:25][C:8]2([CH3:9])[CH:5]([O:7]2)[CH2:4]1)[C:17]1[CH:22]=[CH:21][CH:20]=[CH:19][CH:18]=1, predict the reactants needed to synthesize it. The reactants are: OO.F[C:4](F)(F)[C:5]([O:7][C:8](=O)[C:9](F)(F)F)=O.[CH2:16]([N:23]1CC=C(C)[CH2:25][CH2:24]1)[C:17]1[CH:22]=[CH:21][CH:20]=[CH:19][CH:18]=1.[O-]S([O-])=O.[Na+].[Na+]. (6) Given the product [OH:24][CH2:25][CH2:26][CH:27]([CH:35]([O:45][CH2:46][C:47]1[CH:52]=[CH:51][C:50]([O:53][CH3:54])=[CH:49][CH:48]=1)[CH2:36][CH2:37][C:38]1[CH:39]=[CH:40][C:41]([I:44])=[CH:42][CH:43]=1)[C:28]([O:30][C:31]([CH3:32])([CH3:34])[CH3:33])=[O:29], predict the reactants needed to synthesize it. The reactants are: [F-].C([N+](CCCC)(CCCC)CCCC)CCC.CC([Si](C)(C)[O:24][CH2:25][CH2:26][CH:27]([CH:35]([O:45][CH2:46][C:47]1[CH:52]=[CH:51][C:50]([O:53][CH3:54])=[CH:49][CH:48]=1)[CH2:36][CH2:37][C:38]1[CH:43]=[CH:42][C:41]([I:44])=[CH:40][CH:39]=1)[C:28]([O:30][C:31]([CH3:34])([CH3:33])[CH3:32])=[O:29])(C)C. (7) The reactants are: C(OC(N1CCC2N(C)C3C(C(F)(F)F)=CC(NC4C=CC=CN=4)=CC=3C2C1)=O)(C)(C)C.C(OC([N:40]1[CH2:56][CH2:55][C@@H:43]2[N:44]([CH3:54])[C:45]3[C:46]([C:52]#[N:53])=[CH:47][C:48](Br)=[CH:49][C:50]=3[C@@H:42]2[CH2:41]1)=O)(C)(C)C.[F:57][C:58]([F:67])([F:66])[C:59]1[CH:64]=[CH:63][N:62]=[CH:61][C:60]=1[NH2:65].CC([O-])(C)C.[Na+]. Given the product [CH3:54][N:44]1[C:45]2[C:50](=[CH:49][C:48]([NH:65][C:60]3[CH:61]=[N:62][CH:63]=[CH:64][C:59]=3[C:58]([F:67])([F:57])[F:66])=[CH:47][C:46]=2[C:52]#[N:53])[C@@H:42]2[CH2:41][NH:40][CH2:56][CH2:55][C@H:43]12, predict the reactants needed to synthesize it.